Task: Predict which catalyst facilitates the given reaction.. Dataset: Catalyst prediction with 721,799 reactions and 888 catalyst types from USPTO (1) Reactant: [Cl:1][C:2]1[CH:3]=[C:4]([C:8](=O)[CH2:9][C:10]([CH2:15][CH3:16])(O)[C:11](O)=[O:12])[CH:5]=[CH:6][CH:7]=1.[NH2:18][NH2:19]. Product: [Cl:1][C:2]1[CH:3]=[C:4]([C:8]2[CH:9]=[C:10]([CH2:15][CH3:16])[C:11](=[O:12])[NH:18][N:19]=2)[CH:5]=[CH:6][CH:7]=1. The catalyst class is: 114. (2) Reactant: Br[C:2]1[CH:3]=[C:4]2[C:10]([C@@H:11]([C:13]3[C:18]([O:19][CH3:20])=[CH:17][CH:16]=[C:15]([F:21])[C:14]=3[Cl:22])[CH3:12])=[CH:9][NH:8][C:5]2=[N:6][CH:7]=1.CC1(C)[O:28][C@H:27]([CH2:29][N:30]2[C:34]([CH3:35])=[C:33](B3OC(C)(C)C(C)(C)O3)[C:32]([CH3:45])=[N:31]2)[CH2:26][O:25]1.C([O-])([O-])=O.[K+].[K+].O.[ClH:54].CCOCC. Product: [Cl:22][C:14]1[C:15]([F:21])=[CH:16][CH:17]=[C:18]([O:19][CH3:20])[C:13]=1[C@H:11]([C:10]1[C:4]2[C:5](=[N:6][CH:7]=[C:2]([C:33]3[C:32]([CH3:45])=[N:31][N:30]([CH2:29][C@@H:27]([OH:28])[CH2:26][OH:25])[C:34]=3[CH3:35])[CH:3]=2)[NH:8][CH:9]=1)[CH3:12].[ClH:54]. The catalyst class is: 203. (3) Reactant: Cl[C:2]1[NH:6][C:5]2[CH:7]=[CH:8][C:9]([CH:11]([CH3:13])[CH3:12])=[CH:10][C:4]=2[N:3]=1.[NH2:14][C:15]1[N:23]=[CH:22][N:21]=[C:20]2[C:16]=1[N:17]=[CH:18][N:19]2[C@H:24]1[CH:28]2[O:29][C:30]([CH3:33])([CH3:32])[O:31][C@@H:27]2[C@@H:26]([CH2:34][N:35]([CH:41]([CH3:43])[CH3:42])[CH2:36][CH2:37][CH2:38][CH2:39][NH2:40])[O:25]1.[CH3:44]CN(C(C)C)C(C)C. Product: [NH2:14][C:15]1[N:23]=[CH:22][N:21]=[C:20]2[C:16]=1[N:17]=[CH:18][N:19]2[C@H:24]1[C@@H:28]2[O:29][C:30]([CH3:32])([CH3:33])[O:31][C@@H:27]2[C@@H:26]([CH2:34][N:35]([CH:41]([CH3:43])[CH3:42])[CH2:36][CH2:37][CH2:38][CH2:39][NH:40][C:2]2[NH:6][C:5]3[CH:7]=[CH:8][C:9]([C:11]([CH3:13])([CH3:44])[CH3:12])=[CH:10][C:4]=3[N:3]=2)[O:25]1. The catalyst class is: 218. (4) Reactant: [CH3:1][C:2]1[CH:7]=[CH:6][N:5]=[CH:4][C:3]=1[N:8]1[CH2:12][CH2:11][NH:10][C:9]1=[O:13].Br[C:15]1[C:23]2[C:18](=[CH:19][CH:20]=[C:21]([Cl:24])[CH:22]=2)[N:17]([CH3:25])[CH:16]=1.N[C@@H]1CCCC[C@H]1N.P([O-])([O-])([O-])=O.[K+].[K+].[K+]. Product: [Cl:24][C:21]1[CH:22]=[C:23]2[C:18](=[CH:19][CH:20]=1)[N:17]([CH3:25])[CH:16]=[C:15]2[N:10]1[CH2:11][CH2:12][N:8]([C:3]2[CH:4]=[N:5][CH:6]=[CH:7][C:2]=2[CH3:1])[C:9]1=[O:13]. The catalyst class is: 246. (5) Reactant: [F:1][C:2]1[CH:7]=[C:6]([CH2:8][OH:9])[C:5]([C:10]2[N:11]=[CH:12][N:13]([C:15]([C:28]3[CH:33]=[CH:32][CH:31]=[CH:30][CH:29]=3)([C:22]3[CH:27]=[CH:26][CH:25]=[CH:24][CH:23]=3)[C:16]3[CH:21]=[CH:20][CH:19]=[CH:18][CH:17]=3)[CH:14]=2)=[CH:4][N:3]=1. Product: [F:1][C:2]1[CH:7]=[C:6]([CH:8]=[O:9])[C:5]([C:10]2[N:11]=[CH:12][N:13]([C:15]([C:22]3[CH:27]=[CH:26][CH:25]=[CH:24][CH:23]=3)([C:28]3[CH:29]=[CH:30][CH:31]=[CH:32][CH:33]=3)[C:16]3[CH:21]=[CH:20][CH:19]=[CH:18][CH:17]=3)[CH:14]=2)=[CH:4][N:3]=1. The catalyst class is: 428. (6) Reactant: [CH3:1][NH:2][C@@H:3]1[C:8]2[CH:9]=[CH:10][CH:11]=[CH:12][C:7]=2[C@H:6]([C:13]2[CH:14]=[CH:15][C:16]([Cl:20])=[C:17]([Cl:19])[CH:18]=2)[CH2:5][CH2:4]1.C(O)C.C(OCC)(=O)C. Product: [CH3:1][NH:2][C@@H:3]1[C:8]2[CH:9]=[CH:10][CH:11]=[CH:12][C:7]=2[C@H:6]([C:13]2[CH:14]=[CH:15][C:16]([Cl:20])=[C:17]([Cl:19])[CH:18]=2)[CH2:5][CH2:4]1.[ClH:19]. The catalyst class is: 6. (7) Reactant: [O:1]1[CH2:6][CH2:5][CH:4]([NH:7][C:8]2[S:12][C:11]([C:13]([O:15][CH3:16])=[O:14])=[CH:10][CH:9]=2)[CH2:3][CH2:2]1.[CH:17](=O)[CH3:18].CC(O)=O.[BH-](OC(C)=O)(OC(C)=O)OC(C)=O.[Na+]. The catalyst class is: 2. Product: [CH2:17]([N:7]([CH:4]1[CH2:3][CH2:2][O:1][CH2:6][CH2:5]1)[C:8]1[S:12][C:11]([C:13]([O:15][CH3:16])=[O:14])=[CH:10][CH:9]=1)[CH3:18].